This data is from Forward reaction prediction with 1.9M reactions from USPTO patents (1976-2016). The task is: Predict the product of the given reaction. Given the reactants [OH:1][C:2]1[CH:7]=[CH:6][C:5]([C:8]2[CH:16]=[CH:15][C:14]([C:17]3[N:18]([C:33]([O:35][C:36]([CH3:39])([CH3:38])[CH3:37])=[O:34])[C:19]4[C:24]([CH:25]=3)=[CH:23][C:22]([CH2:26][N:27]3[CH2:32][CH2:31][CH2:30][CH2:29][CH2:28]3)=[CH:21][CH:20]=4)=[C:13]3[C:9]=2[CH2:10][NH:11][C:12]3=[O:40])=[CH:4][CH:3]=1.C(N(CC)CC)C.[CH3:48][S:49](Cl)(=[O:51])=[O:50], predict the reaction product. The product is: [CH3:48][S:49]([O:1][C:2]1[CH:3]=[CH:4][C:5]([C:8]2[CH:16]=[CH:15][C:14]([C:17]3[N:18]([C:33]([O:35][C:36]([CH3:37])([CH3:39])[CH3:38])=[O:34])[C:19]4[C:24]([CH:25]=3)=[CH:23][C:22]([CH2:26][N:27]3[CH2:32][CH2:31][CH2:30][CH2:29][CH2:28]3)=[CH:21][CH:20]=4)=[C:13]3[C:9]=2[CH2:10][NH:11][C:12]3=[O:40])=[CH:6][CH:7]=1)(=[O:51])=[O:50].